From a dataset of Reaction yield outcomes from USPTO patents with 853,638 reactions. Predict the reaction yield, written as a fraction of the theoretical maximum amount of product (1.0 means a 100% yield; for example, 0.34 means a 34% yield). (1) The reactants are [OH:1][C:2]1[CH:3]=[CH:4][CH:5]=[C:6]2[C:11]=1[CH2:10][CH:9]([C:12]([OH:14])=O)[CH2:8][CH2:7]2.S(O)(O)(=O)=O.[CH2:20]([N:22]([CH2:30][CH3:31])[C:23]1[CH:28]=[CH:27][C:26]([NH2:29])=[CH:25][CH:24]=1)[CH3:21].CCN(CC)CC.CN(C(ON1N=NC2C=CC=CC1=2)=[N+](C)C)C.[B-](F)(F)(F)F. The catalyst is CN(C=O)C. The product is [CH2:30]([N:22]([CH2:20][CH3:21])[C:23]1[CH:28]=[CH:27][C:26]([NH:29][C:12]([CH:9]2[CH2:8][CH2:7][C:6]3[C:11](=[C:2]([OH:1])[CH:3]=[CH:4][CH:5]=3)[CH2:10]2)=[O:14])=[CH:25][CH:24]=1)[CH3:31]. The yield is 0.620. (2) The reactants are [Cl:1][C:2]1[C:11]2[C:6](=[CH:7][CH:8]=[CH:9][CH:10]=2)[C:5]([OH:12])=[CH:4][N:3]=1.C([O-])([O-])=O.[K+].[K+].[CH2:19](I)[CH3:20]. The catalyst is C(#N)C. The product is [Cl:1][C:2]1[C:11]2[C:6](=[CH:7][CH:8]=[CH:9][CH:10]=2)[C:5]([O:12][CH2:19][CH3:20])=[CH:4][N:3]=1. The yield is 0.620. (3) The reactants are N1C=CC=CC=1.[OH:7][CH:8]([CH:15]1[CH2:20][CH:19]2[CH2:21][CH:16]1[CH:17]=[CH:18]2)[CH:9]1[CH2:14][CH2:13][O:12][C:10]1=[O:11].[C:22](OC(=O)C)(=[O:24])[CH3:23]. The catalyst is CN(C)C1C=CN=CC=1.O. The product is [C:22]([O:7][CH:8]([CH:15]1[CH2:20][CH:19]2[CH2:21][CH:16]1[CH:17]=[CH:18]2)[CH:9]1[CH2:14][CH2:13][O:12][C:10]1=[O:11])(=[O:24])[CH3:23]. The yield is 0.980. (4) The reactants are [NH2:1][CH2:2][CH2:3][N:4]1[CH2:9][CH2:8][N:7]([CH3:10])[CH2:6][CH2:5]1.Cl[C:12]1[N:17]=[C:16]([C:18]2[CH:23]=[CH:22][CH:21]=[CH:20][CH:19]=2)[N:15]=[C:14]([NH:24][C:25]2[CH:29]=[C:28]([CH3:30])[NH:27][N:26]=2)[CH:13]=1. No catalyst specified. The product is [CH3:30][C:28]1[NH:27][N:26]=[C:25]([NH:24][C:14]2[CH:13]=[C:12]([NH:1][CH2:2][CH2:3][N:4]3[CH2:9][CH2:8][N:7]([CH3:10])[CH2:6][CH2:5]3)[N:17]=[C:16]([C:18]3[CH:19]=[CH:20][CH:21]=[CH:22][CH:23]=3)[N:15]=2)[CH:29]=1. The yield is 0.0900. (5) The reactants are [C:1]([Br:5])(Br)(Br)Br.[CH3:6][C:7]1[CH:12]=[CH:11][C:10]([S:13]([O:16][C@@H:17]2[CH2:21][O:20][C@@H:19]3[C@H](O)[CH2:23][O:24][C@H:18]23)(=[O:15])=[O:14])=[CH:9][CH:8]=1.C1(P(C2C=CC=CC=2)C2C=CC=CC=2)C=CC=CC=1.O. The catalyst is N1C=CC=CC=1. The product is [CH3:6][C:7]1[CH:12]=[CH:11][C:10]([S:13]([O:16][C@@H:17]2[CH2:21][O:20][C@@H:19]3[C@@H:1]([Br:5])[CH2:23][O:24][C@H:18]23)(=[O:15])=[O:14])=[CH:9][CH:8]=1. The yield is 0.430. (6) The reactants are C(OC([N:8]1[CH2:13][CH2:12][CH:11]([C:14]([N:16]2[CH2:20][CH:19]([C:21]3[CH:26]=[CH:25][C:24]([Cl:27])=[C:23]([Cl:28])[CH:22]=3)[CH:18]([CH:29]([O:31][C:32]3[CH:37]=[CH:36][C:35]([C:38]#[N:39])=[CH:34][N:33]=3)[CH3:30])[CH2:17]2)=[O:15])[CH2:10][CH2:9]1)=O)(C)(C)C.C(O)(C(F)(F)F)=O. The catalyst is C(Cl)Cl. The product is [Cl:28][C:23]1[CH:22]=[C:21]([CH:19]2[CH2:20][N:16]([C:14]([CH:11]3[CH2:12][CH2:13][NH:8][CH2:9][CH2:10]3)=[O:15])[CH2:17][CH:18]2[CH:29]([O:31][C:32]2[CH:37]=[CH:36][C:35]([C:38]#[N:39])=[CH:34][N:33]=2)[CH3:30])[CH:26]=[CH:25][C:24]=1[Cl:27]. The yield is 0.990. (7) The catalyst is CN(C=O)C.O. The yield is 0.720. The product is [O:1]=[C:2]1[CH:7]=[CH:6][CH:5]=[CH:4][N:3]1[CH:20]([CH3:21])[C:19]([O:18][C:14]([CH3:17])([CH3:16])[CH3:15])=[O:23]. The reactants are [OH:1][C:2]1[CH:7]=[CH:6][CH:5]=[CH:4][N:3]=1.C(=O)([O-])[O-].[K+].[K+].[C:14]([O:18][C:19](=[O:23])[CH:20](Br)[CH3:21])([CH3:17])([CH3:16])[CH3:15].